From a dataset of Full USPTO retrosynthesis dataset with 1.9M reactions from patents (1976-2016). Predict the reactants needed to synthesize the given product. (1) Given the product [F:26][C:27]1[CH:32]=[CH:31][CH:30]=[CH:29][C:28]=1[C:2]1[CH:3]=[CH:4][C:5]2[N:6]([C:8]([CH3:25])=[C:9]([C:11]3[CH:12]=[CH:13][C:14]([CH3:24])=[C:15]([NH:17][C:18](=[O:23])[C:19]([CH3:22])([CH3:21])[CH3:20])[CH:16]=3)[N:10]=2)[N:7]=1, predict the reactants needed to synthesize it. The reactants are: Cl[C:2]1[CH:3]=[CH:4][C:5]2[N:6]([C:8]([CH3:25])=[C:9]([C:11]3[CH:12]=[CH:13][C:14]([CH3:24])=[C:15]([NH:17][C:18](=[O:23])[C:19]([CH3:22])([CH3:21])[CH3:20])[CH:16]=3)[N:10]=2)[N:7]=1.[F:26][C:27]1[CH:32]=[CH:31][C:30](B(O)O)=[CH:29][CH:28]=1.C([O-])([O-])=O.[Na+].[Na+].CC(O)C. (2) Given the product [C:9]([O:13][C:14]([N:16]1[CH2:21][CH2:20][CH:19]([NH:22][C:2]2[CH:7]=[CH:6][C:5]([Br:8])=[CH:4][N:3]=2)[CH2:18][CH2:17]1)=[O:15])([CH3:12])([CH3:10])[CH3:11], predict the reactants needed to synthesize it. The reactants are: Br[C:2]1[CH:7]=[CH:6][C:5]([Br:8])=[CH:4][N:3]=1.[C:9]([O:13][C:14]([N:16]1[CH2:21][CH2:20][CH:19]([NH2:22])[CH2:18][CH2:17]1)=[O:15])([CH3:12])([CH3:11])[CH3:10].C(N(C(C)C)CC)(C)C. (3) Given the product [CH3:33][O:34][CH2:35][C:36]([N:1]1[CH2:5][CH2:4][CH:3]([CH2:6][NH:7][C:8]([C:10]2[C:14]3[N:15]=[CH:16][N:17]=[C:18]([C:19]4[C:27]5[O:26][CH2:25][O:24][C:23]=5[CH:22]=[CH:21][C:20]=4[O:28][CH2:29][CH:30]4[CH2:31][CH2:32]4)[C:13]=3[NH:12][CH:11]=2)=[O:9])[CH2:2]1)=[O:37], predict the reactants needed to synthesize it. The reactants are: [NH:1]1[CH2:5][CH2:4][CH:3]([CH2:6][NH:7][C:8]([C:10]2[C:14]3[N:15]=[CH:16][N:17]=[C:18]([C:19]4[C:27]5[O:26][CH2:25][O:24][C:23]=5[CH:22]=[CH:21][C:20]=4[O:28][CH2:29][CH:30]4[CH2:32][CH2:31]4)[C:13]=3[NH:12][CH:11]=2)=[O:9])[CH2:2]1.[CH3:33][O:34][CH2:35][C:36](Cl)=[O:37].